From a dataset of Reaction yield outcomes from USPTO patents with 853,638 reactions. Predict the reaction yield, written as a fraction of the theoretical maximum amount of product (1.0 means a 100% yield; for example, 0.34 means a 34% yield). (1) The reactants are [I:1][C:2]1[CH:3]=[CH:4][CH:5]=[C:6]2[C:11]=1[NH:10][CH:9]=[C:8](C(O)=O)[C:7]2=[O:15]. The catalyst is C1(OC2C=CC=CC=2)C=CC=CC=1. The product is [I:1][C:2]1[CH:3]=[CH:4][CH:5]=[C:6]2[C:11]=1[NH:10][CH:9]=[CH:8][C:7]2=[O:15]. The yield is 0.230. (2) The reactants are F[C:2]1[CH:18]=[CH:17][C:5]([C:6]([N:8]([CH2:13][CH:14]([CH3:16])[CH3:15])[CH2:9][CH:10]([CH3:12])[CH3:11])=[O:7])=[CH:4][C:3]=1[N+:19]([O-:21])=[O:20].[N:22]1[CH:27]=[CH:26][CH:25]=[CH:24][C:23]=1[CH2:28][CH2:29][NH:30][CH2:31][CH2:32][CH2:33][NH2:34].[C:35](=O)([O-])[O-].[Cs+].[Cs+]. The catalyst is C(#N)C. The product is [CH2:9]([N:8]([CH2:13][CH:14]([CH3:16])[CH3:15])[C:6](=[O:7])[C:5]1[CH:17]=[CH:18][C:2]([NH:34][CH2:33][CH2:32][CH2:31][N:30]([CH3:35])[CH2:29][CH2:28][C:23]2[CH:24]=[CH:25][CH:26]=[CH:27][N:22]=2)=[C:3]([N+:19]([O-:21])=[O:20])[CH:4]=1)[CH:10]([CH3:12])[CH3:11]. The yield is 0.920. (3) The product is [CH:1]1([CH2:4][O:5][C:6](=[O:25])[CH:7]([C:12]2[CH:17]=[C:16]([O:18][CH2:19][CH:20]3[CH2:22][CH2:21]3)[C:15]([C:30]3[CH:31]=[CH:32][C:27]([Cl:26])=[CH:28][CH:29]=3)=[C:14]([Cl:24])[CH:13]=2)[CH2:8][CH:9]([CH3:11])[CH3:10])[CH2:3][CH2:2]1. The catalyst is COCCOC.C1C=CC(P(C2C=CC=CC=2)[C-]2C=CC=C2)=CC=1.C1C=CC(P(C2C=CC=CC=2)[C-]2C=CC=C2)=CC=1.Cl[Pd]Cl.[Fe+2].CCOC(C)=O. The yield is 0.870. The reactants are [CH:1]1([CH2:4][O:5][C:6](=[O:25])[CH:7]([C:12]2[CH:17]=[C:16]([O:18][CH2:19][CH:20]3[CH2:22][CH2:21]3)[C:15](I)=[C:14]([Cl:24])[CH:13]=2)[CH2:8][CH:9]([CH3:11])[CH3:10])[CH2:3][CH2:2]1.[Cl:26][C:27]1[CH:32]=[CH:31][C:30](B(O)O)=[CH:29][CH:28]=1.[F-].[Cs+].O. (4) The reactants are ClC1N=C(C2SC(C(C)C)=NC=2C2C=C(C=CC=2)N)C=CN=1.[Cl:23][C:24]1[N:29]=[C:28]([C:30]2[S:34][C:33]([CH:35]([CH3:37])[CH3:36])=[N:32][C:31]=2[C:38]2[CH:39]=[CH:40][C:41]([F:51])=[C:42]([NH:44]C(=O)OCC=C)[CH:43]=2)[CH:27]=[CH:26][N:25]=1. No catalyst specified. The product is [Cl:23][C:24]1[N:29]=[C:28]([C:30]2[S:34][C:33]([CH:35]([CH3:37])[CH3:36])=[N:32][C:31]=2[C:38]2[CH:39]=[CH:40][C:41]([F:51])=[C:42]([CH:43]=2)[NH2:44])[CH:27]=[CH:26][N:25]=1. The yield is 0.920. (5) The reactants are [F:1][C:2]1[C:7]2[N:8]=[N:9][S:10][C:6]=2[CH:5]=[C:4]([C:11](O)=[O:12])[C:3]=1[NH:14][C:15]1[CH:20]=[CH:19][C:18]([I:21])=[CH:17][C:16]=1[F:22].C1C=CC2N(O)N=NC=2C=1.CCN=C=NCCCN(C)C.[CH:44]([O:46][CH2:47][CH2:48][O:49][NH2:50])=[CH2:45].[NH4+].[Cl-]. The catalyst is C(Cl)Cl. The product is [F:1][C:2]1[C:7]2[N:8]=[N:9][S:10][C:6]=2[CH:5]=[C:4]([C:11]([NH:50][O:49][CH2:48][CH2:47][O:46][CH:44]=[CH2:45])=[O:12])[C:3]=1[NH:14][C:15]1[CH:20]=[CH:19][C:18]([I:21])=[CH:17][C:16]=1[F:22]. The yield is 0.850. (6) The catalyst is CN(C=O)C. The reactants are [C:1]([NH:5][C:6]1[C:11]([C:12](O)=[O:13])=[CH:10][N:9]=[C:8]([S:15][CH3:16])[N:7]=1)([CH3:4])([CH3:3])[CH3:2].C[N:18](C(ON1N=NC2C=CC=NC1=2)=[N+](C)C)C.F[P-](F)(F)(F)(F)F.Cl.N.CCN(C(C)C)C(C)C. The product is [C:1]([NH:5][C:6]1[C:11]([C:12]([NH2:18])=[O:13])=[CH:10][N:9]=[C:8]([S:15][CH3:16])[N:7]=1)([CH3:4])([CH3:3])[CH3:2]. The yield is 0.900.